From a dataset of Full USPTO retrosynthesis dataset with 1.9M reactions from patents (1976-2016). Predict the reactants needed to synthesize the given product. (1) Given the product [NH2:13][C:12]1[C:11]2[C:6]([CH2:5][OH:4])=[N:7][C:8]([NH:15][C:16]([NH:18][C@@H:19]([C:21]3[CH:22]=[CH:23][CH:24]=[CH:25][CH:26]=3)[CH3:20])=[O:29])=[CH:9][C:10]=2[NH:28][N:27]=1, predict the reactants needed to synthesize it. The reactants are: C([O:4][CH2:5][C:6]1[C:11]([C:12]#[N:13])=[C:10](Cl)[CH:9]=[C:8]([NH:15][C:16]([NH:18][C@@H:19]([C:21]2[CH:26]=[CH:25][CH:24]=[CH:23][CH:22]=2)[CH3:20])=O)[N:7]=1)(=O)C.[NH2:27][NH2:28].[OH2:29]. (2) Given the product [NH2:21][C:19]1[CH2:18][O:17][CH2:16][C@:15]2([C:14]3[CH:13]=[C:12]([OH:22])[N:11]=[CH:10][C:9]=3[O:8][C:5]3[C:4]2=[CH:3][C:2]([Br:1])=[CH:7][CH:6]=3)[N:20]=1, predict the reactants needed to synthesize it. The reactants are: [Br:1][C:2]1[CH:3]=[C:4]2[C@:15]3([N:20]=[C:19]([NH2:21])[CH2:18][O:17][CH2:16]3)[C:14]3[CH:13]=[C:12]([O:22]C)[N:11]=[CH:10][C:9]=3[O:8][C:5]2=[CH:6][CH:7]=1.CC(O)=O.Br. (3) Given the product [Cl:1][C:2]1[C:3]([NH:34][CH2:23][C:24]2[CH:33]=[CH:32][C:29]([O:30][CH3:31])=[C:26]([O:27][CH3:28])[CH:25]=2)=[N:4][C:5]([C:12]2[CH:17]=[CH:16][CH:15]=[C:14]([F:18])[CH:13]=2)=[C:6]([CH:11]=1)[C:7]([O:9][CH3:10])=[O:8], predict the reactants needed to synthesize it. The reactants are: [Cl:1][C:2]1[C:3](Cl)=[N:4][C:5]([C:12]2[CH:17]=[CH:16][CH:15]=[C:14]([F:18])[CH:13]=2)=[C:6]([CH:11]=1)[C:7]([O:9][CH3:10])=[O:8].C(O)C.[CH2:23]([NH2:34])[C:24]1[CH:33]=[CH:32][C:29]([O:30][CH3:31])=[C:26]([O:27][CH3:28])[CH:25]=1. (4) Given the product [NH2:12][C:10]1[S:11][C:7]([C:5]2[CH:4]=[CH:3][N:22]=[C:20]([NH:19][C:23]3[CH:24]=[C:25]([S:29]([NH:32][CH2:33][CH2:34][OH:35])(=[O:31])=[O:30])[CH:26]=[CH:27][CH:28]=3)[N:21]=2)=[C:8]([CH3:17])[N:9]=1, predict the reactants needed to synthesize it. The reactants are: CN(C)[CH:3]=[CH:4][C:5]([C:7]1[S:11][C:10]([N:12]=CN(C)C)=[N:9][C:8]=1[CH3:17])=O.[NH:19]([C:23]1[CH:24]=[C:25]([S:29]([NH:32][CH2:33][CH2:34][OH:35])(=[O:31])=[O:30])[CH:26]=[CH:27][CH:28]=1)[C:20]([NH2:22])=[NH:21]. (5) Given the product [Cl:1][C:2]1[CH:3]=[CH:4][C:5]([CH:23]=[O:24])=[C:6]2[C:10]=1[N:9]=[C:8]1[N:11]([C:15]3[CH:20]=[CH:19][C:18]([Cl:21])=[CH:17][C:16]=3[Cl:22])[CH2:12][CH2:13][CH2:14][N:7]21, predict the reactants needed to synthesize it. The reactants are: [Cl:1][C:2]1[C:10]2[N:9]=[C:8]3[N:11]([C:15]4[CH:20]=[CH:19][C:18]([Cl:21])=[CH:17][C:16]=4[Cl:22])[CH2:12][CH2:13][CH2:14][N:7]3[C:6]=2[C:5]([CH2:23][OH:24])=[CH:4][CH:3]=1.C(N(CC)CC)C.CS(C)=O.